Regression. Given a peptide amino acid sequence and an MHC pseudo amino acid sequence, predict their binding affinity value. This is MHC class II binding data. From a dataset of Peptide-MHC class II binding affinity with 134,281 pairs from IEDB. (1) The peptide sequence is EQYTHQDEIYEQVHSKGLYV. The MHC is DRB1_0401 with pseudo-sequence DRB1_0401. The binding affinity (normalized) is 0.495. (2) The peptide sequence is EEYVEIRQVGDFH. The MHC is DRB1_0301 with pseudo-sequence DRB1_0301. The binding affinity (normalized) is 0.